This data is from Peptide-MHC class I binding affinity with 185,985 pairs from IEDB/IMGT. The task is: Regression. Given a peptide amino acid sequence and an MHC pseudo amino acid sequence, predict their binding affinity value. This is MHC class I binding data. (1) The peptide sequence is WPTPKTHPV. The MHC is HLA-B53:01 with pseudo-sequence HLA-B53:01. The binding affinity (normalized) is 0.213. (2) The peptide sequence is TEEVQWTEM. The MHC is H-2-Kk with pseudo-sequence H-2-Kk. The binding affinity (normalized) is 0.654. (3) The peptide sequence is MIKNLTQLFK. The MHC is HLA-A33:01 with pseudo-sequence HLA-A33:01. The binding affinity (normalized) is 0.468.